From a dataset of Peptide-MHC class II binding affinity with 134,281 pairs from IEDB. Regression. Given a peptide amino acid sequence and an MHC pseudo amino acid sequence, predict their binding affinity value. This is MHC class II binding data. (1) The peptide sequence is KKDMQSEAQLALTIISL. The MHC is DRB1_0701 with pseudo-sequence DRB1_0701. The binding affinity (normalized) is 0.515. (2) The peptide sequence is MFFSTMKRPSREKQD. The MHC is DRB1_1501 with pseudo-sequence DRB1_1501. The binding affinity (normalized) is 0.400. (3) The MHC is HLA-DQA10102-DQB10602 with pseudo-sequence HLA-DQA10102-DQB10602. The peptide sequence is ALSRVQSMFLGTGGS. The binding affinity (normalized) is 0.349. (4) The peptide sequence is AVHVWLRLPAGRVEI. The MHC is HLA-DPA10103-DPB10401 with pseudo-sequence HLA-DPA10103-DPB10401. The binding affinity (normalized) is 0.359. (5) The peptide sequence is SLAADLEKLKAKIMR. The MHC is DRB1_0101 with pseudo-sequence DRB1_0101. The binding affinity (normalized) is 0.477. (6) The peptide sequence is ALQSHDDVALVSVMW. The MHC is DRB1_0701 with pseudo-sequence DRB1_0701. The binding affinity (normalized) is 0.360. (7) The peptide sequence is EISTNIRQA. The MHC is HLA-DQA10501-DQB10301 with pseudo-sequence HLA-DQA10501-DQB10301. The binding affinity (normalized) is 0.0299. (8) The peptide sequence is NSLLFIPDIKLAIDN. The MHC is HLA-DPA10201-DPB10101 with pseudo-sequence HLA-DPA10201-DPB10101. The binding affinity (normalized) is 0.612.